From a dataset of NCI-60 drug combinations with 297,098 pairs across 59 cell lines. Regression. Given two drug SMILES strings and cell line genomic features, predict the synergy score measuring deviation from expected non-interaction effect. Drug 1: C1=CC(=CC=C1CCC2=CNC3=C2C(=O)NC(=N3)N)C(=O)NC(CCC(=O)O)C(=O)O. Drug 2: C1C(C(OC1N2C=NC(=NC2=O)N)CO)O. Cell line: SF-268. Synergy scores: CSS=17.6, Synergy_ZIP=-3.63, Synergy_Bliss=2.79, Synergy_Loewe=-4.53, Synergy_HSA=-0.438.